Dataset: Catalyst prediction with 721,799 reactions and 888 catalyst types from USPTO. Task: Predict which catalyst facilitates the given reaction. (1) Reactant: C[CH:2]([CH2:6][C:7]1[CH:12]=[CH:11][C:10]([CH2:13][OH:14])=[CH:9][CH:8]=1)[C:3]([OH:5])=[O:4].[Li+].[OH-].Cl. Product: [OH:14][CH2:13][C:10]1[CH:11]=[CH:12][C:7]([CH2:6][CH2:2][C:3]([OH:5])=[O:4])=[CH:8][CH:9]=1. The catalyst class is: 24. (2) Reactant: Br[C:2]1[C:3]([CH3:22])=[N:4][N:5]([CH2:14][CH:15]2[CH2:20][CH2:19][CH:18]([OH:21])[CH2:17][CH2:16]2)[C:6]=1[C:7]1[CH:12]=[CH:11][C:10]([F:13])=[CH:9][CH:8]=1.CC1(C)C(C)(C)OB([C:31]2[CH:32]=[CH:33][C:34]3[O:39][CH2:38][C:37](=[O:40])[NH:36][C:35]=3[CH:41]=2)O1.C(=O)([O-])[O-].[Cs+].[Cs+]. Product: [F:13][C:10]1[CH:11]=[CH:12][C:7]([C:6]2[N:5]([CH2:14][C@H:15]3[CH2:20][CH2:19][C@@H:18]([OH:21])[CH2:17][CH2:16]3)[N:4]=[C:3]([CH3:22])[C:2]=2[C:31]2[CH:32]=[CH:33][C:34]3[O:39][CH2:38][C:37](=[O:40])[NH:36][C:35]=3[CH:41]=2)=[CH:8][CH:9]=1. The catalyst class is: 7. (3) Reactant: [CH3:1][C:2]1[NH:3][C:4]2[C:9]([C:10]=1[C:11]([OH:13])=[O:12])=[CH:8][CH:7]=[CH:6][CH:5]=2.[H-].[Na+].[CH2:16](Br)[C:17]1[CH:22]=[CH:21][CH:20]=[CH:19][CH:18]=1. Product: [CH2:16]([N:3]1[C:4]2[C:9](=[CH:8][CH:7]=[CH:6][CH:5]=2)[C:10]([C:11]([OH:13])=[O:12])=[C:2]1[CH3:1])[C:17]1[CH:22]=[CH:21][CH:20]=[CH:19][CH:18]=1. The catalyst class is: 3.